From a dataset of Reaction yield outcomes from USPTO patents with 853,638 reactions. Predict the reaction yield, written as a fraction of the theoretical maximum amount of product (1.0 means a 100% yield; for example, 0.34 means a 34% yield). (1) The reactants are [CH2:1]=P(C1C=CC=CC=1)(C1C=CC=CC=1)C1C=CC=CC=1.C(OC(=O)C1C=CC(C#CC2C=CC3C(NC4CC4)CCC(C)(C)C=3C=2)=CC=1)C.C([Li])CCC.[Br:55][C:56]1[CH:57]=[C:58]2[C:63](=[C:64]([CH:66]=O)[CH:65]=1)[O:62][C:61]([CH3:69])([CH3:68])[CH2:60][C:59]2([CH3:71])[CH3:70]. The catalyst is [Br-].C[P+](C1C=CC=CC=1)(C1C=CC=CC=1)C1C=CC=CC=1.CCCCCC. The yield is 0.720. The product is [Br:55][C:56]1[CH:57]=[C:58]2[C:63](=[C:64]([CH:66]=[CH2:1])[CH:65]=1)[O:62][C:61]([CH3:69])([CH3:68])[CH2:60][C:59]2([CH3:71])[CH3:70]. (2) The reactants are [OH:1][C:2]1[CH:7]=[C:6]([O:8][CH2:9][O:10][CH2:11][CH2:12][O:13][CH3:14])[CH:5]=[C:4]([O:15][CH2:16][O:17][CH2:18][CH2:19][O:20][CH3:21])[C:3]=1[C:22](=[O:24])[CH3:23].C(=O)([O-])[O-].[K+].[K+].[CH2:31](Br)[C:32]1[CH:37]=[CH:36][CH:35]=[CH:34][CH:33]=1. The catalyst is CN(C=O)C.C(OCC)(=O)C. The product is [CH2:31]([O:1][C:2]1[CH:7]=[C:6]([O:8][CH2:9][O:10][CH2:11][CH2:12][O:13][CH3:14])[CH:5]=[C:4]([O:15][CH2:16][O:17][CH2:18][CH2:19][O:20][CH3:21])[C:3]=1[C:22](=[O:24])[CH3:23])[C:32]1[CH:37]=[CH:36][CH:35]=[CH:34][CH:33]=1. The yield is 0.730. (3) The reactants are Br[C:2]1[CH:35]=[CH:34][C:33]([N+:36]([O-:38])=[O:37])=[CH:32][C:3]=1[CH2:4][O:5][C:6]1[CH:11]=[CH:10][C:9]([C:12]2[N:16]([CH:17]3[CH2:22][CH2:21][CH2:20][CH2:19][CH2:18]3)[C:15]3[CH:23]=[CH:24][C:25]([C:27]([O:29][CH3:30])=[O:28])=[CH:26][C:14]=3[N:13]=2)=[C:8]([F:31])[CH:7]=1.[Cl:39][C:40]1[CH:45]=[CH:44][C:43](B(O)O)=[CH:42][CH:41]=1.C(=O)([O-])O.[Na+].O. The catalyst is C(COC)OC.C1C=CC([P]([Pd]([P](C2C=CC=CC=2)(C2C=CC=CC=2)C2C=CC=CC=2)([P](C2C=CC=CC=2)(C2C=CC=CC=2)C2C=CC=CC=2)[P](C2C=CC=CC=2)(C2C=CC=CC=2)C2C=CC=CC=2)(C2C=CC=CC=2)C2C=CC=CC=2)=CC=1. The product is [Cl:39][C:40]1[CH:45]=[CH:44][C:43]([C:2]2[CH:35]=[CH:34][C:33]([N+:36]([O-:38])=[O:37])=[CH:32][C:3]=2[CH2:4][O:5][C:6]2[CH:11]=[CH:10][C:9]([C:12]3[N:16]([CH:17]4[CH2:22][CH2:21][CH2:20][CH2:19][CH2:18]4)[C:15]4[CH:23]=[CH:24][C:25]([C:27]([O:29][CH3:30])=[O:28])=[CH:26][C:14]=4[N:13]=3)=[C:8]([F:31])[CH:7]=2)=[CH:42][CH:41]=1. The yield is 0.900. (4) The catalyst is C(Cl)Cl. The yield is 0.430. The product is [Cl:1][C:2]1[CH:22]=[CH:21][C:5]2[NH:6][C:7]([CH2:9][N:10]3[C:11]4[CH:15]=[CH:14][NH:13][C:12]=4[C:16](=[O:18])[NH:36][C:37]3=[S:38])=[N:8][C:4]=2[CH:3]=1. The reactants are [Cl:1][C:2]1[CH:22]=[CH:21][C:5]2[NH:6][C:7]([CH2:9][NH:10][C:11]3[CH:15]=[CH:14][NH:13][C:12]=3[C:16]([O:18]CC)=O)=[N:8][C:4]=2[CH:3]=1.CN(C=O)C.C([N:36]=[C:37]=[S:38])(=O)C1C=CC=CC=1. (5) The reactants are [OH:1][C@@H:2]([CH2:17][N:18]1[CH2:23][CH2:22][O:21][CH2:20][CH2:19]1)[CH2:3][N:4]1[CH2:9][CH2:8][C:7]2[NH:10][C:11]([CH:14]=O)=[C:12]([CH3:13])[C:6]=2[C:5]1=[O:16].[F:24][C:25]1[C:30]([F:31])=[CH:29][CH:28]=[CH:27][C:26]=1[C:32]1[CH:40]=[CH:39][CH:38]=[C:37]2[C:33]=1[CH2:34][C:35](=[O:41])[NH:36]2. No catalyst specified. The product is [F:24][C:25]1[C:30]([F:31])=[CH:29][CH:28]=[CH:27][C:26]=1[C:32]1[CH:40]=[CH:39][CH:38]=[C:37]2[C:33]=1/[C:34](=[CH:14]/[C:11]1[NH:10][C:7]3[CH2:8][CH2:9][N:4]([CH2:3][C@@H:2]([OH:1])[CH2:17][N:18]4[CH2:19][CH2:20][O:21][CH2:22][CH2:23]4)[C:5](=[O:16])[C:6]=3[C:12]=1[CH3:13])/[C:35](=[O:41])[NH:36]2. The yield is 0.730. (6) The reactants are [C:1]([C:3]1[CH:8]=[CH:7][C:6]([C@@H:9]2[CH2:11][C@H:10]2[C:12]([O:14]C(C)(C)C)=[O:13])=[CH:5][CH:4]=1)#[N:2].CO. The catalyst is O.[OH-].[Na+]. The product is [C:1]([C:3]1[CH:4]=[CH:5][C:6]([C@@H:9]2[CH2:11][C@H:10]2[C:12]([OH:14])=[O:13])=[CH:7][CH:8]=1)#[N:2]. The yield is 0.364. (7) The reactants are [Br:1][C:2]1[CH:6]=[N:5][N:4]([CH3:7])[C:3]=1[C:8]1[CH:9]=[C:10]([NH2:23])[CH:11]=[CH:12][C:13]=1[O:14][CH2:15][C:16]1[CH:21]=[CH:20][C:19]([Cl:22])=[CH:18][CH:17]=1.[F:24][C:25]1[CH:30]=[CH:29][C:28]([N:31]=[C:32]=[O:33])=[CH:27][CH:26]=1. The catalyst is C(Cl)Cl. The product is [Br:1][C:2]1[CH:6]=[N:5][N:4]([CH3:7])[C:3]=1[C:8]1[CH:9]=[C:10]([NH:23][C:32]([NH:31][C:28]2[CH:29]=[CH:30][C:25]([F:24])=[CH:26][CH:27]=2)=[O:33])[CH:11]=[CH:12][C:13]=1[O:14][CH2:15][C:16]1[CH:21]=[CH:20][C:19]([Cl:22])=[CH:18][CH:17]=1. The yield is 0.540. (8) The reactants are [OH:1][CH:2]([C:4]1[NH:9][C:8](=[O:10])[CH:7]=[CH:6][N:5]=1)[CH3:3]. The catalyst is ClC(Cl)C.[O-2].[O-2].[Mn+4]. The product is [C:2]([C:4]1[NH:9][C:8](=[O:10])[CH:7]=[CH:6][N:5]=1)(=[O:1])[CH3:3]. The yield is 0.326.